Dataset: Full USPTO retrosynthesis dataset with 1.9M reactions from patents (1976-2016). Task: Predict the reactants needed to synthesize the given product. (1) Given the product [Br:26][C:12]1[C:11]2[C:16](=[CH:17][CH:18]=[C:9]([CH:8]([C:5]3[CH:6]=[CH:7][C:2]([Cl:1])=[CH:3][CH:4]=3)[C:20]3[S:21][CH:22]=[CH:23][N:24]=3)[CH:10]=2)[N:15]=[CH:14][CH:13]=1, predict the reactants needed to synthesize it. The reactants are: [Cl:1][C:2]1[CH:7]=[CH:6][C:5]([CH:8]([C:20]2[S:21][CH:22]=[CH:23][N:24]=2)[C:9]2[CH:10]=[C:11]3[C:16](=[CH:17][CH:18]=2)[N:15]=[CH:14][CH:13]=[C:12]3O)=[CH:4][CH:3]=1.P(Br)(Br)[Br:26]. (2) Given the product [F:15][C:16]1[CH:17]=[C:18]([C@@H:23]2[CH2:25][C@H:24]2[C:26]([N:10]2[CH2:9][C@H:8]([CH:11]([CH3:13])[CH3:12])[NH:7][C:6](=[O:14])[C@@H:5]2[CH2:1][CH:2]([CH3:4])[CH3:3])=[O:27])[CH:19]=[CH:20][C:21]=1[F:22], predict the reactants needed to synthesize it. The reactants are: [CH2:1]([C@@H:5]1[NH:10][CH2:9][C@H:8]([CH:11]([CH3:13])[CH3:12])[NH:7][C:6]1=[O:14])[CH:2]([CH3:4])[CH3:3].[F:15][C:16]1[CH:17]=[C:18]([C@@H:23]2[CH2:25][C@H:24]2[C:26](O)=[O:27])[CH:19]=[CH:20][C:21]=1[F:22].C([C@@H]1N(C([C@@H]2C[C@H]2C2C=CC=CC=2)=O)C[C@H](CC(C)C)NC1=O)C(C)C. (3) The reactants are: C(OC([N:8]1[CH2:13][CH2:12][N:11]([C:14]2[N:19]=[CH:18][C:17]([C:20]3[CH:21]=[C:22]([C:34](O)=[O:35])[C:23]4[C:24]([CH3:33])=[CH:25][N:26]([CH:29]([CH2:31][CH3:32])[CH3:30])[C:27]=4[CH:28]=3)=[CH:16][CH:15]=2)[CH2:10][CH2:9]1)=O)(C)(C)C.CN(C(ON1N=NC2C=CC=CC1=2)=[N+](C)C)C.[B-](F)(F)(F)F.CCN(C(C)C)C(C)C.[CH3:68][O:69][C:70]1[C:74]([CH2:75][NH2:76])=[C:73]([CH3:77])[N:72]([CH3:78])[N:71]=1. Given the product [CH:29]([N:26]1[C:27]2[CH:28]=[C:20]([C:17]3[CH:18]=[N:19][C:14]([N:11]4[CH2:10][CH2:9][NH:8][CH2:13][CH2:12]4)=[CH:15][CH:16]=3)[CH:21]=[C:22]([C:34]([NH:76][CH2:75][C:74]3[C:70]([O:69][CH3:68])=[N:71][N:72]([CH3:78])[C:73]=3[CH3:77])=[O:35])[C:23]=2[C:24]([CH3:33])=[CH:25]1)([CH2:31][CH3:32])[CH3:30], predict the reactants needed to synthesize it.